Dataset: hERG potassium channel inhibition data for cardiac toxicity prediction from Karim et al.. Task: Regression/Classification. Given a drug SMILES string, predict its toxicity properties. Task type varies by dataset: regression for continuous values (e.g., LD50, hERG inhibition percentage) or binary classification for toxic/non-toxic outcomes (e.g., AMES mutagenicity, cardiotoxicity, hepatotoxicity). Dataset: herg_karim. (1) The compound is CC(=O)C1=NN2c3cc(F)ccc3OCC2C1(CCCN1CCC(=O)N(C)CC1)c1ccccc1. The result is 1 (blocker). (2) The compound is COCC(=O)N(Cc1ccsc1)C1CCN([C@H](C)CCNC(=O)c2c(C)cc(Cl)nc2C)CC1. The result is 1 (blocker). (3) The molecule is C[N+]1(C)[C@H]2CC[C@@H]1C[C@@H](OC(=O)C(C[O-])c1ccccc1)C2. The result is 0 (non-blocker). (4) The molecule is Cn1nc(NCC(=O)NC2CN([C@H]3CC[C@@H](c4ccccc4)CC3)C2)c2cc(C(F)(F)F)ccc21. The result is 0 (non-blocker). (5) The molecule is CC1=NC(Cc2ccccc2)(c2cccc(-c3cncnc3)c2)N=C1N. The result is 0 (non-blocker). (6) The drug is COCCCc1cc(CN(C(=O)[C@H]2CNCC[C@]23OC=Cc2ccccc23)C2CC2)cc(OCCOC)c1. The result is 1 (blocker).